This data is from Forward reaction prediction with 1.9M reactions from USPTO patents (1976-2016). The task is: Predict the product of the given reaction. Given the reactants [C:1]([C:3]1[CH:8]=[CH:7][N:6]=[CH:5][CH:4]=1)#[N:2].CO[C:11]([C:13]1[S:14][C:15]([CH3:19])=[CH:16][C:17]=1[NH2:18])=[O:12].C1(C)C=CC=CC=1, predict the reaction product. The product is: [CH3:19][C:15]1[S:14][C:13]2[C:11]([OH:12])=[N:2][C:1]([C:3]3[CH:8]=[CH:7][N:6]=[CH:5][CH:4]=3)=[N:18][C:17]=2[CH:16]=1.